From a dataset of Forward reaction prediction with 1.9M reactions from USPTO patents (1976-2016). Predict the product of the given reaction. (1) The product is: [Br:6][C:7]1[CH:8]=[C:9]([NH:16][CH2:3][CH:2]([F:5])[F:1])[C:10]2[N:11]([CH:13]=[CH:14][N:15]=2)[CH:12]=1. Given the reactants [F:1][CH:2]([F:5])[CH:3]=O.[Br:6][C:7]1[CH:8]=[C:9]([NH2:16])[C:10]2[N:11]([CH:13]=[CH:14][N:15]=2)[CH:12]=1.C(O[BH-](OC(=O)C)OC(=O)C)(=O)C.[Na+].C(O)(C(F)(F)F)=O, predict the reaction product. (2) Given the reactants [CH2:1]([NH:4][C:5]([C:7]1[S:11][C:10]2[CH:12]=[CH:13][CH:14]=[C:15]([O:16]COC)[C:9]=2[CH:8]=1)=[O:6])[C:2]#[CH:3], predict the reaction product. The product is: [OH:16][C:15]1[C:9]2[CH:8]=[C:7]([C:5]3[O:6][C:2]([CH3:3])=[CH:1][N:4]=3)[S:11][C:10]=2[CH:12]=[CH:13][CH:14]=1. (3) Given the reactants S(O)(O)(=O)=O.[CH3:6][S:7][C:8](=[NH:10])[NH2:9].[CH3:11][O:12][C:13]1[CH:14]=[C:15]([CH:18]=[CH:19][CH:20]=1)[CH:16]=O.[C:21]([O:27][CH2:28][CH3:29])(=[O:26])[CH2:22][C:23]([CH3:25])=O.[Na], predict the reaction product. The product is: [CH3:6][S:7][C:8]1[NH:9][C:23]([CH3:25])=[C:22]([C:21]([O:27][CH2:28][CH3:29])=[O:26])[CH:16]([C:15]2[CH:18]=[CH:19][CH:20]=[C:13]([O:12][CH3:11])[CH:14]=2)[N:10]=1. (4) The product is: [NH2:1][C:4]1[CH:5]=[N:6][N:7]([CH:9]2[CH2:15][CH2:14][CH2:13][N:12]([C:16]([O:18][C:19]([CH3:22])([CH3:21])[CH3:20])=[O:17])[CH2:11][CH2:10]2)[CH:8]=1. Given the reactants [N+:1]([C:4]1[CH:5]=[N:6][N:7]([CH:9]2[CH2:15][CH2:14][CH2:13][N:12]([C:16]([O:18][C:19]([CH3:22])([CH3:21])[CH3:20])=[O:17])[CH2:11][CH2:10]2)[CH:8]=1)([O-])=O, predict the reaction product.